This data is from NCI-60 drug combinations with 297,098 pairs across 59 cell lines. The task is: Regression. Given two drug SMILES strings and cell line genomic features, predict the synergy score measuring deviation from expected non-interaction effect. (1) Drug 1: C1=C(C(=O)NC(=O)N1)N(CCCl)CCCl. Drug 2: C(CN)CNCCSP(=O)(O)O. Cell line: U251. Synergy scores: CSS=22.2, Synergy_ZIP=-1.50, Synergy_Bliss=-2.45, Synergy_Loewe=-23.5, Synergy_HSA=-2.30. (2) Drug 1: CN1CCC(CC1)COC2=C(C=C3C(=C2)N=CN=C3NC4=C(C=C(C=C4)Br)F)OC. Drug 2: C1=NC2=C(N1)C(=S)N=C(N2)N. Cell line: MDA-MB-435. Synergy scores: CSS=12.9, Synergy_ZIP=-6.33, Synergy_Bliss=5.15, Synergy_Loewe=-5.26, Synergy_HSA=3.03.